This data is from Human Reference Interactome with 51,813 positive PPI pairs across 8,248 proteins, plus equal number of experimentally-validated negative pairs. The task is: Binary Classification. Given two protein amino acid sequences, predict whether they physically interact or not. Protein 1 (ENSG00000079332) has sequence MSFIFEWIYNGFSSVLQFLGLYKKSGKLVFLGLDNAGKTTLLHMLKDDRLGQHVPTLHPTSEELTIAGMTFTTFDLGGHEQARRVWKNYLPAINGIVFLVDCADHSRLVESKVELNVCFVL*MSFIFEWIYNGFSSVLQFLGLYKKSGKLVFLGLDNAGKTTLLHMLKDDRLGQHVPTLHPTSEELTIAGMTFTTFDLGGHEQARRVWKNYLPAINGIVFLVDCADHSRLVESKVELNALMTDETISNVPILILGNKIDRTDAISEEKLREIFGLYGQTTGKGNVTLKELNARPMEVFMC.... Protein 2 (ENSG00000177854) has sequence MNPEWGQAFVHVAVAGGLCAVAVFTGIFDSVSVQVGYEHYAEAPVAGLPAFLAMPFNSLVNMAYTLLGLSWLHRGGAMGLGPRYLKDVFAAMALLYGPVQWLRLWTQWRRAAVLDQWLTLPIFAWPVAWCLYLDRGWRPWLFLSLECVSLASYGLALLHPQGFEVALGAHVVAAVGQALRTHRHYGSTTSATYLALGVLSCLGFVVLKLCDHQLARWRLFQCLTGHFWSKVCDVLQFHFAFLFLTHFNTHPRFHPSGGKTR*MNPEWGQAFVHVAVAGGLCAVAVFTGIFDSVSVQVGYE.... Result: 1 (the proteins interact).